Dataset: hERG Central: cardiac toxicity at 1µM, 10µM, and general inhibition. Task: Predict hERG channel inhibition at various concentrations. (1) The molecule is CC(C)CN1CCN(Cc2cccn2-c2ccc(Cl)cn2)CC1CCO. Results: hERG_inhib (hERG inhibition (general)): blocker. (2) The compound is CC(CCc1ccccc1)NC(=O)CN1CCN(Cc2ccc(Cl)cc2)C1=O. Results: hERG_inhib (hERG inhibition (general)): blocker. (3) The molecule is O=C(NCC1CCN(Cc2ccccc2F)CC1)Nc1ccc(F)cc1F. Results: hERG_inhib (hERG inhibition (general)): blocker. (4) The molecule is Cc1cc(C)c(CN2CCC(n3nccc3NC(=O)c3ccccc3Cl)CC2)cc1C. Results: hERG_inhib (hERG inhibition (general)): blocker. (5) The drug is CN(C)CCN(C(=O)c1cccc(Cl)c1)c1nc2c(Cl)cccc2s1.Cl. Results: hERG_inhib (hERG inhibition (general)): blocker. (6) The drug is CC(O)C(=O)O.COc1ccc(CN(CC(O)COc2cccc3[nH]cc(C)c23)C(C)(C)C)cc1. Results: hERG_inhib (hERG inhibition (general)): blocker.